Dataset: Reaction yield outcomes from USPTO patents with 853,638 reactions. Task: Predict the reaction yield, written as a fraction of the theoretical maximum amount of product (1.0 means a 100% yield; for example, 0.34 means a 34% yield). The yield is 0.260. The reactants are [OH:1][C:2]([CH3:42])([CH3:41])[CH:3]([CH3:40])[O:4][C@H:5]1[CH2:10][CH2:9][C@H:8]([N:11]2[C:16](=[O:17])[C:15]([CH2:18][C:19]3[CH:24]=[CH:23][C:22]([C:25]4[C:26]([C:31]#[N:32])=[CH:27][CH:28]=[CH:29][CH:30]=4)=[CH:21][CH:20]=3)=[C:14]([CH2:33][CH2:34][CH3:35])[N:13]3[N:36]=[C:37]([CH3:39])[N:38]=[C:12]23)[CH2:7][CH2:6]1.C[Si]([N:47]=[N+:48]=[N-:49])(C)C.C([Sn](=O)CCCC)CCC.C1(C)C=CC=CC=1. The product is [OH:1][C:2]([CH3:41])([CH3:42])[CH:3]([CH3:40])[O:4][C@H:5]1[CH2:10][CH2:9][C@H:8]([N:11]2[C:16](=[O:17])[C:15]([CH2:18][C:19]3[CH:24]=[CH:23][C:22]([C:25]4[CH:30]=[CH:29][CH:28]=[CH:27][C:26]=4[C:31]4[NH:49][N:48]=[N:47][N:32]=4)=[CH:21][CH:20]=3)=[C:14]([CH2:33][CH2:34][CH3:35])[N:13]3[N:36]=[C:37]([CH3:39])[N:38]=[C:12]23)[CH2:7][CH2:6]1. The catalyst is O.C(OCC)(=O)C.